Dataset: NCI-60 drug combinations with 297,098 pairs across 59 cell lines. Task: Regression. Given two drug SMILES strings and cell line genomic features, predict the synergy score measuring deviation from expected non-interaction effect. (1) Drug 1: CC1=C2C(C(=O)C3(C(CC4C(C3C(C(C2(C)C)(CC1OC(=O)C(C(C5=CC=CC=C5)NC(=O)OC(C)(C)C)O)O)OC(=O)C6=CC=CC=C6)(CO4)OC(=O)C)OC)C)OC. Drug 2: CC=C1C(=O)NC(C(=O)OC2CC(=O)NC(C(=O)NC(CSSCCC=C2)C(=O)N1)C(C)C)C(C)C. Cell line: EKVX. Synergy scores: CSS=74.2, Synergy_ZIP=19.6, Synergy_Bliss=18.8, Synergy_Loewe=20.7, Synergy_HSA=22.8. (2) Drug 1: CC1C(C(CC(O1)OC2CC(CC3=C2C(=C4C(=C3O)C(=O)C5=C(C4=O)C(=CC=C5)OC)O)(C(=O)C)O)N)O.Cl. Drug 2: CC1CCCC2(C(O2)CC(NC(=O)CC(C(C(=O)C(C1O)C)(C)C)O)C(=CC3=CSC(=N3)C)C)C. Cell line: NCI-H460. Synergy scores: CSS=20.9, Synergy_ZIP=1.01, Synergy_Bliss=3.15, Synergy_Loewe=0.636, Synergy_HSA=1.73. (3) Drug 1: CN1C2=C(C=C(C=C2)N(CCCl)CCCl)N=C1CCCC(=O)O.Cl. Drug 2: CC1=C(C=C(C=C1)C(=O)NC2=CC(=CC(=C2)C(F)(F)F)N3C=C(N=C3)C)NC4=NC=CC(=N4)C5=CN=CC=C5. Cell line: HCT116. Synergy scores: CSS=4.21, Synergy_ZIP=4.42, Synergy_Bliss=9.86, Synergy_Loewe=6.17, Synergy_HSA=4.69. (4) Drug 1: C1C(C(OC1N2C=C(C(=O)NC2=O)F)CO)O. Drug 2: C1=NNC2=C1C(=O)NC=N2. Cell line: OVCAR-8. Synergy scores: CSS=18.6, Synergy_ZIP=-5.36, Synergy_Bliss=-1.08, Synergy_Loewe=-54.5, Synergy_HSA=-1.65. (5) Drug 1: C1C(C(OC1N2C=C(C(=O)NC2=O)F)CO)O. Drug 2: C1=NC2=C(N=C(N=C2N1C3C(C(C(O3)CO)O)O)F)N. Cell line: SF-539. Synergy scores: CSS=16.9, Synergy_ZIP=-8.00, Synergy_Bliss=-3.57, Synergy_Loewe=-25.2, Synergy_HSA=-3.70. (6) Drug 1: CS(=O)(=O)C1=CC(=C(C=C1)C(=O)NC2=CC(=C(C=C2)Cl)C3=CC=CC=N3)Cl. Drug 2: C1CC(C1)(C(=O)O)C(=O)O.[NH2-].[NH2-].[Pt+2]. Cell line: MDA-MB-231. Synergy scores: CSS=19.2, Synergy_ZIP=-4.93, Synergy_Bliss=0.355, Synergy_Loewe=0.220, Synergy_HSA=1.18. (7) Drug 1: CC12CCC3C(C1CCC2=O)CC(=C)C4=CC(=O)C=CC34C. Drug 2: C1=CC=C(C(=C1)C(C2=CC=C(C=C2)Cl)C(Cl)Cl)Cl. Cell line: COLO 205. Synergy scores: CSS=49.7, Synergy_ZIP=0.249, Synergy_Bliss=5.55, Synergy_Loewe=3.85, Synergy_HSA=4.16.